From a dataset of Catalyst prediction with 721,799 reactions and 888 catalyst types from USPTO. Predict which catalyst facilitates the given reaction. Product: [C:24]([C:26]1[CH:33]=[CH:32][C:29]([CH:30]([C:2]2[N:6]([CH:7]([CH3:9])[CH3:8])[CH:5]=[N:4][CH:3]=2)[OH:31])=[CH:28][CH:27]=1)#[CH:25]. The catalyst class is: 232. Reactant: Br[C:2]1[N:6]([CH:7]([CH3:9])[CH3:8])[CH:5]=[N:4][CH:3]=1.IC1N(C(C)C)C=NC=1.C([Mg]Cl)(C)C.[C:24]([C:26]1[CH:33]=[CH:32][C:29]([CH:30]=[O:31])=[CH:28][CH:27]=1)#[CH:25].C([O-])(O)=O.[Na+].